This data is from Full USPTO retrosynthesis dataset with 1.9M reactions from patents (1976-2016). The task is: Predict the reactants needed to synthesize the given product. (1) The reactants are: O.[Cl:2][C:3]1[CH:8]=[CH:7][CH:6]=[CH:5][C:4]=1[CH2:9][CH2:10][N:11]([CH2:19][CH2:20][CH2:21][S:22][CH2:23][CH2:24][NH:25][CH2:26][C@H:27]([OH:39])[C:28]1[C:36]2[S:35][C:34](=[O:37])[NH:33][C:32]=2[C:31]([OH:38])=[CH:30][CH:29]=1)C(=O)OC(C)(C)C.[BrH:40]. Given the product [BrH:40].[BrH:40].[Cl:2][C:3]1[CH:8]=[CH:7][CH:6]=[CH:5][C:4]=1[CH2:9][CH2:10][NH:11][CH2:19][CH2:20][CH2:21][S:22][CH2:23][CH2:24][NH:25][CH2:26][C@@H:27]([C:28]1[C:36]2[S:35][C:34](=[O:37])[NH:33][C:32]=2[C:31]([OH:38])=[CH:30][CH:29]=1)[OH:39], predict the reactants needed to synthesize it. (2) Given the product [N:34]1[CH:33]=[CH:32][C:31]([C:29]2[N:30]=[C:26]([NH:25][C:21]([C:19]3[CH:18]=[CH:17][C:16]4[N:12]([CH2:11][CH2:10][CH2:9][NH2:8])[C:13]([CH3:24])=[N:14][C:15]=4[CH:20]=3)=[O:23])[S:27][CH:28]=2)=[CH:36][CH:35]=1, predict the reactants needed to synthesize it. The reactants are: C(OC([NH:8][CH2:9][CH2:10][CH2:11][N:12]1[C:16]2[CH:17]=[CH:18][C:19]([C:21]([OH:23])=O)=[CH:20][C:15]=2[N:14]=[C:13]1[CH3:24])=O)(C)(C)C.[NH2:25][C:26]1[S:27][CH:28]=[C:29]([C:31]2[CH:36]=[CH:35][N:34]=[CH:33][CH:32]=2)[N:30]=1. (3) Given the product [OH:31][CH2:32][C:33]1[N:34]=[C:35]([C:38]2[CH:42]=[C:41]([C:43]([OH:46])([CH3:44])[CH3:45])[O:40][N:39]=2)[S:36][CH:37]=1, predict the reactants needed to synthesize it. The reactants are: C[Si](C)(C)CCOCOCC1N=C(C2OC(C(O)(C)C)=NN=2)SC=1.C[Si](C)(C)CCOC[O:31][CH2:32][C:33]1[N:34]=[C:35]([C:38]2[CH:42]=[C:41]([C:43]([OH:46])([CH3:45])[CH3:44])[O:40][N:39]=2)[S:36][CH:37]=1. (4) Given the product [Cl:8][C:5]1[N:4]=[CH:3][C:2]([C:10]#[C:9][C:11]2[CH:12]=[C:13]([NH2:14])[CH:15]=[CH:16][CH:17]=2)=[CH:7][N:6]=1, predict the reactants needed to synthesize it. The reactants are: Br[C:2]1[CH:3]=[N:4][C:5]([Cl:8])=[N:6][CH:7]=1.[C:9]([C:11]1[CH:12]=[C:13]([CH:15]=[CH:16][CH:17]=1)[NH2:14])#[CH:10]. (5) Given the product [C:1]12([C:11]3[CH:24]=[C:23]([C:36]4[CH:35]=[CH:34][CH:33]=[C:32]([CH:30]=[O:31])[CH:37]=4)[CH:22]=[C:13]([C:14](=[O:15])[C:16]4[CH:21]=[CH:20][CH:19]=[CH:18][CH:17]=4)[C:12]=3[O:26][CH2:27][O:28][CH3:29])[CH2:10][CH:5]3[CH2:6][CH:7]([CH2:9][CH:3]([CH2:4]3)[CH2:2]1)[CH2:8]2, predict the reactants needed to synthesize it. The reactants are: [C:1]12([C:11]3[C:12]([O:26][CH2:27][O:28][CH3:29])=[C:13]([CH:22]=[C:23](Br)[CH:24]=3)[C:14]([C:16]3[CH:21]=[CH:20][CH:19]=[CH:18][CH:17]=3)=[O:15])[CH2:10][CH:5]3[CH2:6][CH:7]([CH2:9][CH:3]([CH2:4]3)[CH2:2]1)[CH2:8]2.[CH:30]([C:32]1[CH:33]=[C:34](B(O)O)[CH:35]=[CH:36][CH:37]=1)=[O:31].C(=O)([O-])[O-].[Na+].[Na+]. (6) Given the product [S:5](=[O:7])(=[O:6])([OH:9])[OH:8].[NH2:1][C:2]([NH2:4])=[O:3], predict the reactants needed to synthesize it. The reactants are: [NH2:1][C:2]([NH2:4])=[O:3].[S:5](=[O:9])(=[O:8])([OH:7])[OH:6].[OH-].[Na+].